Dataset: Full USPTO retrosynthesis dataset with 1.9M reactions from patents (1976-2016). Task: Predict the reactants needed to synthesize the given product. (1) Given the product [Br:24][C:20]1[N:19]=[C:18]([CH2:17][N:8]2[C:9]3[C:14](=[CH:13][CH:12]=[CH:11][CH:10]=3)[C:15](=[O:16])[C:6]([C:4]([C:27]3[N:31]([CH3:32])[C:30]([CH3:33])=[N:29][CH:28]=3)=[O:5])=[CH:7]2)[CH:23]=[CH:22][CH:21]=1, predict the reactants needed to synthesize it. The reactants are: CON(C)[C:4]([C:6]1[C:15](=[O:16])[C:14]2[C:9](=[CH:10][CH:11]=[CH:12][CH:13]=2)[N:8]([CH2:17][C:18]2[CH:23]=[CH:22][CH:21]=[C:20]([Br:24])[N:19]=2)[CH:7]=1)=[O:5].I[C:27]1[N:31]([CH3:32])[C:30]([CH3:33])=[N:29][CH:28]=1.C([Mg]Cl)(C)C. (2) Given the product [O:10]=[C:7]([CH2:8][CH3:9])[CH:6]([C:5](=[O:11])[CH2:4][CH3:3])[CH2:20][C:19]1[CH:22]=[CH:23][C:16]([C:14]#[N:15])=[CH:17][CH:18]=1, predict the reactants needed to synthesize it. The reactants are: [H-].[Na+].[CH3:3][CH2:4][C:5](=[O:11])[CH2:6][C:7](=[O:10])[CH2:8][CH3:9].[I-].[Na+].[C:14]([C:16]1[CH:23]=[CH:22][C:19]([CH2:20]Br)=[CH:18][CH:17]=1)#[N:15]. (3) The reactants are: [Cl:1][C:2]1[CH:7]=[CH:6][C:5]([C:8]2([CH3:23])[CH2:13][CH:12]([C:14]([O:16][CH3:17])=[O:15])[CH2:11][C:10](C(OC)=O)=[C:9]2[OH:22])=[CH:4][C:3]=1[C:24]([F:27])([F:26])[F:25].[Cl-].[Na+].O. Given the product [Cl:1][C:2]1[CH:7]=[CH:6][C:5]([C:8]2([CH3:23])[C:9](=[O:22])[CH2:10][CH2:11][CH:12]([C:14]([O:16][CH3:17])=[O:15])[CH2:13]2)=[CH:4][C:3]=1[C:24]([F:25])([F:26])[F:27], predict the reactants needed to synthesize it. (4) Given the product [CH3:30][C:31]1[CH:32]=[C:33]([CH:36]=[CH:37][CH:38]=1)[CH:34]=[N:24][NH:25][C:2]1[CH:7]=[C:6]([N:8]2[CH2:13][CH2:12][O:11][CH2:10][CH2:9]2)[N:5]2[N:14]=[CH:15][CH:16]=[C:4]2[N:3]=1, predict the reactants needed to synthesize it. The reactants are: Cl[C:2]1[CH:7]=[C:6]([N:8]2[CH2:13][CH2:12][O:11][CH2:10][CH2:9]2)[N:5]2[N:14]=[CH:15][CH:16]=[C:4]2[N:3]=1.C(=O)([O-])[O-].[K+].[K+].O.[NH2:24][NH2:25].C(O)(=O)C.[CH3:30][C:31]1[CH:32]=[C:33]([CH:36]=[CH:37][CH:38]=1)[CH:34]=O. (5) Given the product [Cl:11][C:12]1[CH:25]=[CH:24][CH:23]=[C:22]([Cl:26])[C:13]=1[C:14]([NH:16][C:17]1[CH:21]=[CH:20][N:19]([CH2:28][C:29]2[CH:36]=[CH:35][CH:34]=[CH:33][C:32]=2[C:37]([F:38])([F:39])[F:40])[N:18]=1)=[O:15], predict the reactants needed to synthesize it. The reactants are: C[Si]([N-][Si](C)(C)C)(C)C.[Li+].[Cl:11][C:12]1[CH:25]=[CH:24][CH:23]=[C:22]([Cl:26])[C:13]=1[C:14]([NH:16][C:17]1[CH:21]=[CH:20][NH:19][N:18]=1)=[O:15].Br[CH2:28][C:29]1([CH:36]=[CH:35][CH:34]=[CH:33][CH:32]1[C:37]([F:40])([F:39])[F:38])CBr. (6) Given the product [Br:1][C:2]1[CH:7]=[C:6]([Cl:8])[CH:5]=[CH:4][C:3]=1[N:14]1[CH:13]=[C:12]([C:11]([F:18])([F:17])[F:10])[CH:16]=[N:15]1, predict the reactants needed to synthesize it. The reactants are: [Br:1][C:2]1[CH:7]=[C:6]([Cl:8])[CH:5]=[CH:4][C:3]=1F.[F:10][C:11]([F:18])([F:17])[C:12]1[CH:13]=[N:14][NH:15][CH:16]=1. (7) Given the product [CH:1]1([C:4]#[C:5][C:6]2[C:15]3[N:14]=[C:13]([NH:16][CH:17]([CH3:22])[C:18]([CH3:21])([CH3:20])[CH3:19])[C:12]4[CH:23]=[CH:24][C:25]([C:37]5[CH:38]=[N:39][NH:40][CH:41]=5)=[CH:26][C:11]=4[C:10]=3[C:9](=[O:28])[NH:8][CH:7]=2)[CH2:3][CH2:2]1, predict the reactants needed to synthesize it. The reactants are: [CH:1]1([C:4]#[C:5][C:6]2[C:15]3[N:14]=[C:13]([NH:16][CH:17]([CH3:22])[C:18]([CH3:21])([CH3:20])[CH3:19])[C:12]4[CH:23]=[CH:24][C:25](Br)=[CH:26][C:11]=4[C:10]=3[C:9](=[O:28])[NH:8][CH:7]=2)[CH2:3][CH2:2]1.CC1(C)C(C)(C)OB([C:37]2[CH:38]=[N:39][NH:40][CH:41]=2)O1.C(=O)([O-])[O-].[Na+].[Na+].